This data is from Forward reaction prediction with 1.9M reactions from USPTO patents (1976-2016). The task is: Predict the product of the given reaction. (1) The product is: [F:15][C:12]1[CH:11]=[CH:10][C:9]([CH2:8][N:5]2[CH2:6][CH2:7][C:2]([O:1][S:33]([C:32]([F:45])([F:44])[F:31])(=[O:35])=[O:34])=[C:3]([C:17]([O:19][CH2:20][CH3:21])=[O:18])[C:4]2=[O:16])=[CH:14][CH:13]=1. Given the reactants [OH:1][C:2]1[CH2:7][CH2:6][N:5]([CH2:8][C:9]2[CH:14]=[CH:13][C:12]([F:15])=[CH:11][CH:10]=2)[C:4](=[O:16])[C:3]=1[C:17]([O:19][CH2:20][CH3:21])=[O:18].C(N(C(C)C)CC)(C)C.[F:31][C:32]([F:45])([F:44])[S:33](O[S:33]([C:32]([F:45])([F:44])[F:31])(=[O:35])=[O:34])(=[O:35])=[O:34], predict the reaction product. (2) Given the reactants Cl.Cl.[NH2:3][C:4]1[C:8]2[CH2:9][N:10]([CH:13]3[CH2:17][CH2:16][NH:15][CH2:14]3)[CH2:11][CH2:12][C:7]=2[N:6]([C:18]2[CH:23]=[CH:22][C:21]([O:24][C:25]3[CH:30]=[CH:29][CH:28]=[CH:27][CH:26]=3)=[CH:20][CH:19]=2)[C:5]=1[C:31]([NH2:33])=[O:32].CCN(C(C)C)C(C)C.[C:43](Cl)(=[O:46])[CH:44]=[CH2:45], predict the reaction product. The product is: [C:43]([N:15]1[CH2:16][CH2:17][CH:13]([N:10]2[CH2:11][CH2:12][C:7]3[N:6]([C:18]4[CH:19]=[CH:20][C:21]([O:24][C:25]5[CH:30]=[CH:29][CH:28]=[CH:27][CH:26]=5)=[CH:22][CH:23]=4)[C:5]([C:31]([NH2:33])=[O:32])=[C:4]([NH2:3])[C:8]=3[CH2:9]2)[CH2:14]1)(=[O:46])[CH:44]=[CH2:45]. (3) Given the reactants [CH3:1][C@@H:2]1[CH2:6][CH2:5][CH2:4][N:3]1[CH:7]([C:19]1[CH:24]=[CH:23][CH:22]=[CH:21][CH:20]=1)[C:8]([O:10][C@@H:11]1[CH:16]2[CH2:17][CH2:18][N:13]([CH2:14][CH2:15]2)[CH2:12]1)=[O:9].[Cl:25][CH2:26][C:27]([C:29]1[CH:34]=[CH:33][CH:32]=[CH:31][CH:30]=1)=[O:28].CCOCC.C(Cl)Cl, predict the reaction product. The product is: [Cl-:25].[CH3:1][C@@H:2]1[CH2:6][CH2:5][CH2:4][N:3]1[CH:7]([C:19]1[CH:24]=[CH:23][CH:22]=[CH:21][CH:20]=1)[C:8]([O:10][C@@H:11]1[CH:16]2[CH2:15][CH2:14][N+:13]([CH2:26][C:27](=[O:28])[C:29]3[CH:34]=[CH:33][CH:32]=[CH:31][CH:30]=3)([CH2:18][CH2:17]2)[CH2:12]1)=[O:9]. (4) The product is: [Cl:1][C:2]1[CH:3]=[C:4]([C:12]2[N:17]=[C:16]([NH2:18])[N:15]=[C:14]([NH:19][CH:20]3[CH2:25][CH2:24][O:23][CH2:22][CH2:21]3)[CH:13]=2)[CH:5]=[CH:6][CH:7]=1. Given the reactants [Cl:1][C:2]1[CH:3]=[C:4](B(O)O)[CH:5]=[CH:6][CH:7]=1.Cl[C:12]1[N:17]=[C:16]([NH2:18])[N:15]=[C:14]([NH:19][CH:20]2[CH2:25][CH2:24][O:23][CH2:22][CH2:21]2)[CH:13]=1, predict the reaction product. (5) Given the reactants Cl[C:2]1[C:13]2[NH:12][CH:11]=[N:10][C:9]=2[C:8]2[CH2:7][C@:6]34[CH2:24][C@H:16]([C:17](=[O:23])[C:18]([C:19]([F:22])([F:21])[F:20])=[C:5]3[C:4]=2[CH:3]=1)[CH2:15][CH2:14]4.C1C=CC=CC=1.CO, predict the reaction product. The product is: [F:21][C:19]([F:20])([F:22])[C:18]1[C:17](=[O:23])[C@H:16]2[CH2:24][C@:6]3([CH2:7][C:8]4[C:9]5[N:10]=[CH:11][NH:12][C:13]=5[CH:2]=[CH:3][C:4]=4[C:5]=13)[CH2:14][CH2:15]2. (6) Given the reactants [NH:1]1[C:5]2[CH:6]=[CH:7][CH:8]=[CH:9][C:4]=2[N:3]=[C:2]1[C:10]1[C:11]([NH2:15])=[N:12][O:13][N:14]=1.[C:16](=[O:19])([O-])[O-].[K+].[K+].[F:22][C:23]1[CH:28]=[CH:27][C:26](O)=[CH:25][CH:24]=1.ICI, predict the reaction product. The product is: [F:22][C:23]1[CH:28]=[CH:27][C:26]([O:19][CH2:16][N:3]2[C:4]3[CH:9]=[CH:8][CH:7]=[CH:6][C:5]=3[N:1]=[C:2]2[C:10]2[C:11]([NH2:15])=[N:12][O:13][N:14]=2)=[CH:25][CH:24]=1. (7) Given the reactants NCCCC1C=CC(S([N:14]([C:16]2C=CC(OC)=[C:18]([O:24]C)[CH:17]=2)C)(=O)=O)=CC=1.COC1C=C(N(C)S(C2C=C[C:43]([CH2:46][CH2:47][CH2:48][N:49]3[C:57](=O)[C:56]4[C:51](=[CH:52][CH:53]=[CH:54][CH:55]=4)[C:50]3=O)=CC=2)(=O)=O)C=CC=1OC, predict the reaction product. The product is: [N:49]1([CH2:50][C:51]2[CH:52]=[C:53]([CH:54]=[CH:55][CH:56]=2)[O:24][CH2:18][CH2:17][CH2:16][NH2:14])[CH2:57][CH2:43][CH2:46][CH2:47][CH2:48]1. (8) Given the reactants [CH2:1]([NH:7][C:8](=[O:33])[NH:9][C:10]1[CH:15]=[CH:14][C:13]([S:16]([NH:19][C:20]2[CH:25]=[CH:24][C:23]([N:26]3[CH2:31][CH2:30][C:29](=O)[CH2:28][CH2:27]3)=[CH:22][CH:21]=2)(=[O:18])=[O:17])=[CH:12][CH:11]=1)[CH2:2][CH2:3][CH2:4][CH2:5][CH3:6].[NH2:34][CH2:35][C@H:36]([OH:51])[CH2:37][O:38][C:39]1[CH:48]=[CH:47][C:46]([OH:49])=[C:45]2[C:40]=1[CH2:41][CH2:42][C:43](=[O:50])[NH:44]2, predict the reaction product. The product is: [CH2:1]([NH:7][C:8]([NH:9][C:10]1[CH:15]=[CH:14][C:13]([S:16]([NH:19][C:20]2[CH:25]=[CH:24][C:23]([N:26]3[CH2:27][CH2:28][CH:29]([NH:34][CH2:35][C@H:36]([OH:51])[CH2:37][O:38][C:39]4[CH:48]=[CH:47][C:46]([OH:49])=[C:45]5[C:40]=4[CH2:41][CH2:42][C:43](=[O:50])[NH:44]5)[CH2:30][CH2:31]3)=[CH:22][CH:21]=2)(=[O:18])=[O:17])=[CH:12][CH:11]=1)=[O:33])[CH2:2][CH2:3][CH2:4][CH2:5][CH3:6].